From a dataset of Tox21: 12 toxicity assays (nuclear receptors and stress response pathways). Binary classification across 12 toxicity assays. (1) The drug is Nc1nc(N)nc(NC2CC2)n1. It tested positive (active) for: NR-AhR (Aryl hydrocarbon Receptor agonist activity). (2) The compound is Cl/C=C\C[N+]12CN3CN(CN(C3)C1)C2. It tested positive (active) for: SR-ARE (Antioxidant Response Element (oxidative stress)). (3) The compound is CC[C@@]1(O)C(=O)OCc2c1cc1n(c2=O)Cc2cc3c([N+](=O)[O-])cccc3nc2-1. It tested positive (active) for: SR-MMP (Mitochondrial Membrane Potential disruption), and SR-p53 (p53 tumor suppressor activation).